Dataset: Forward reaction prediction with 1.9M reactions from USPTO patents (1976-2016). Task: Predict the product of the given reaction. Given the reactants [NH2:1][C:2]1[CH:3]=[C:4]([CH:7]=[C:8]([N:11]2[CH2:16][CH2:15][NH:14][CH2:13][CH2:12]2)[C:9]=1[Cl:10])[C:5]#[N:6].[CH3:17][C:18]([O:21][C:22](O[C:22]([O:21][C:18]([CH3:20])([CH3:19])[CH3:17])=[O:23])=[O:23])([CH3:20])[CH3:19].C(N(CC)CC)C, predict the reaction product. The product is: [NH2:1][C:2]1[C:9]([Cl:10])=[C:8]([N:11]2[CH2:16][CH2:15][N:14]([C:22]([O:21][C:18]([CH3:20])([CH3:19])[CH3:17])=[O:23])[CH2:13][CH2:12]2)[CH:7]=[C:4]([C:5]#[N:6])[CH:3]=1.